This data is from Catalyst prediction with 721,799 reactions and 888 catalyst types from USPTO. The task is: Predict which catalyst facilitates the given reaction. (1) Reactant: [Cl:1][C:2]1[CH:9]=[CH:8][C:5]([C:6]#[N:7])=[C:4]([NH:10][CH:11]2[CH2:16][C:15]([CH3:18])([CH3:17])[NH:14][C:13]([CH3:20])([CH3:19])[CH2:12]2)[CH:3]=1.C(=O)([O-])[O-].[K+].[K+].I[CH2:28][CH3:29]. Product: [Cl:1][C:2]1[CH:9]=[CH:8][C:5]([C:6]#[N:7])=[C:4]([NH:10][CH:11]2[CH2:16][C:15]([CH3:18])([CH3:17])[N:14]([CH2:28][CH3:29])[C:13]([CH3:20])([CH3:19])[CH2:12]2)[CH:3]=1. The catalyst class is: 60. (2) Product: [C:1]1([C:7]2[O:11][C:10]([C:12]3[C:13]([NH2:24])=[N:14][CH:15]=[C:16]([N:18]4[CH2:23][CH2:22][NH:21][CH2:20][CH2:19]4)[N:17]=3)=[N:9][N:8]=2)[CH:2]=[CH:3][CH:4]=[CH:5][CH:6]=1. The catalyst class is: 2. Reactant: [C:1]1([C:7]2[O:11][C:10]([C:12]3[C:13]([NH:24]C(=O)OC(C)(C)C)=[N:14][CH:15]=[C:16]([N:18]4[CH2:23][CH2:22][NH:21][CH2:20][CH2:19]4)[N:17]=3)=[N:9][N:8]=2)[CH:6]=[CH:5][CH:4]=[CH:3][CH:2]=1.C(O)(C(F)(F)F)=O. (3) Reactant: [O:1]1[C:10]2[C:5](=[CH:6][C:7]([C:11]3[C:16]([C:17](OC)=[O:18])=[C:15]([CH3:21])[N:14]=[C:13]4[NH:22][CH:23]=[CH:24][C:12]=34)=[CH:8][CH:9]=2)[CH2:4][CH2:3][CH2:2]1.[H-].[H-].[H-].[H-].[Li+].[Al+3].O.[OH-].[Na+]. Product: [O:1]1[C:10]2[C:5](=[CH:6][C:7]([C:11]3[C:16]([CH2:17][OH:18])=[C:15]([CH3:21])[N:14]=[C:13]4[NH:22][CH:23]=[CH:24][C:12]=34)=[CH:8][CH:9]=2)[CH2:4][CH2:3][CH2:2]1. The catalyst class is: 765. (4) Reactant: [C:1]([O:5][C:6]([N:8]1[CH2:20][CH2:19][C:18]2[C:17]3[C:12](=[CH:13][CH:14]=[CH:15][CH:16]=3)[NH:11][C:10]=2[CH2:9]1)=[O:7])([CH3:4])([CH3:3])[CH3:2].[H-].[Na+].Br[CH2:24][C:25]([O:27][CH3:28])=[O:26].O. Product: [C:1]([O:5][C:6]([N:8]1[CH2:20][CH2:19][C:18]2[C:17]3[C:12](=[CH:13][CH:14]=[CH:15][CH:16]=3)[N:11]([CH2:24][C:25]([O:27][CH3:28])=[O:26])[C:10]=2[CH2:9]1)=[O:7])([CH3:4])([CH3:2])[CH3:3]. The catalyst class is: 3.